Dataset: Forward reaction prediction with 1.9M reactions from USPTO patents (1976-2016). Task: Predict the product of the given reaction. (1) The product is: [C:2]([O:5][C:13]1[CH:14]=[CH:15][C:16]([C:19]#[N:20])=[N:17][CH:18]=1)([CH3:4])([CH3:3])[CH3:1]. Given the reactants [CH3:1][C:2]([O-:5])([CH3:4])[CH3:3].[Na+].CN(C=O)C.F[C:13]1[CH:14]=[CH:15][C:16]([C:19]#[N:20])=[N:17][CH:18]=1, predict the reaction product. (2) Given the reactants C(=O)([O-])[O-].[K+].[K+].[OH:7][C:8]1[CH:15]=[CH:14][C:11]([CH2:12][OH:13])=[CH:10][CH:9]=1.Br[CH2:17][C:18](=[O:23])[C:19]([CH3:22])([CH3:21])[CH3:20].O, predict the reaction product. The product is: [OH:13][CH2:12][C:11]1[CH:14]=[CH:15][C:8]([O:7][CH2:17][C:18](=[O:23])[C:19]([CH3:22])([CH3:21])[CH3:20])=[CH:9][CH:10]=1. (3) Given the reactants [I:1][C:2]1[CH:3]=[C:4]([CH2:8][C@H:9]([NH:13][C:14](=[O:19])[CH2:15][CH2:16][CH:17]=[CH2:18])[C:10]([OH:12])=[O:11])[CH:5]=[CH:6][CH:7]=1.Br[CH2:21][C:22]#[N:23].CCN(C(C)C)C(C)C, predict the reaction product. The product is: [C:22]([CH2:21][O:11][C:10](=[O:12])[C@@H:9]([NH:13][C:14](=[O:19])[CH2:15][CH2:16][CH:17]=[CH2:18])[CH2:8][C:4]1[CH:5]=[CH:6][CH:7]=[C:2]([I:1])[CH:3]=1)#[N:23]. (4) Given the reactants [F:1][C:2]1[CH:3]=[C:4]([CH:15]([CH3:20])[C:16]([O:18][CH3:19])=[O:17])[CH:5]=[CH:6][C:7]=1[C:8]1[CH:13]=[CH:12][CH:11]=[C:10]([OH:14])[CH:9]=1.[CH2:21]([N:25]=[C:26]=[O:27])[CH2:22][CH2:23][CH3:24], predict the reaction product. The product is: [CH2:21]([NH:25][C:26]([O:14][C:10]1[CH:9]=[C:8]([C:7]2[CH:6]=[CH:5][C:4]([CH:15]([CH3:20])[C:16]([O:18][CH3:19])=[O:17])=[CH:3][C:2]=2[F:1])[CH:13]=[CH:12][CH:11]=1)=[O:27])[CH2:22][CH2:23][CH3:24]. (5) Given the reactants C(Cl)(=O)C(Cl)=O.[N:7]1([C:12]2[CH:20]=[CH:19][C:15]([C:16]([OH:18])=O)=[CH:14][CH:13]=2)[CH:11]=[CH:10][CH:9]=[CH:8]1.[NH2:21][C:22]1[CH:34]=[C:33]([C:35]2[CH:40]=[CH:39][CH:38]=[CH:37][CH:36]=2)[CH:32]=[CH:31][C:23]=1[C:24]([O:26][C:27]([CH3:30])([CH3:29])[CH3:28])=[O:25].Cl, predict the reaction product. The product is: [C:35]1([C:33]2[CH:32]=[CH:31][C:23]([C:24]([O:26][C:27]([CH3:30])([CH3:28])[CH3:29])=[O:25])=[C:22]([NH:21][C:16](=[O:18])[C:15]3[CH:14]=[CH:13][C:12]([N:7]4[CH:8]=[CH:9][CH:10]=[CH:11]4)=[CH:20][CH:19]=3)[CH:34]=2)[CH:36]=[CH:37][CH:38]=[CH:39][CH:40]=1. (6) Given the reactants Br[C:2]1[C:7]([O:8][CH2:9][O:10][CH3:11])=[CH:6][CH:5]=[CH:4][N:3]=1.[C:12]1([NH:18][C:19]2[CH:24]=[CH:23][CH:22]=[CH:21][CH:20]=2)[CH:17]=[CH:16][CH:15]=[CH:14][CH:13]=1.C(O[Na])CCC, predict the reaction product. The product is: [CH3:11][O:10][CH2:9][O:8][C:7]1[C:2]([N:18]([C:19]2[CH:20]=[CH:21][CH:22]=[CH:23][CH:24]=2)[C:12]2[CH:17]=[CH:16][CH:15]=[CH:14][CH:13]=2)=[N:3][CH:4]=[CH:5][CH:6]=1.